From a dataset of Experimentally validated miRNA-target interactions with 360,000+ pairs, plus equal number of negative samples. Binary Classification. Given a miRNA mature sequence and a target amino acid sequence, predict their likelihood of interaction. (1) Result: 0 (no interaction). The miRNA is ath-miR156a-5p with sequence UGACAGAAGAGAGUGAGCAC. The protein sequence of the target gene is MADTGLRRVVPSDLYPLVLRFLRDSQLSEVASKFAKATGATQQDANASSLLDIYSFWLNRSTKAPKVKLQSNGPVTKKAKKETSSSDSSEDSSEDEDKKAQGLPTQKAAAQVKRASVPQHAGKAAAKASESSSSEESSEEEEEDKKKKPVQQKAAKPQAKAVRPPAKKAESSESDSDSDSDSSSEEETPQTQKPKAAVAAKAQTKAEAKPGTPAKAQPKVANGKAAASSSSSSSSDDSEEEKKAAAPPKKTVPKKQVVAKAPVKVAAAPTQKSSSSEDSSSEEEEGQRQPMKKKAGPYSS.... (2) The miRNA is hsa-miR-518e-5p with sequence CUCUAGAGGGAAGCGCUUUCUG. The protein sequence of the target gene is MAGKKNVLSSLAVYAEDSEPESDGEAGIEAVGSAAEEKGGLVSDAYGEDDFSRLGGDEDGYEEEEDENSRQSEDDDSETEKPEADDPKDNTEAEKRDPQELVASFSERVRNMSPDEIKIPPEPPGRCSNHLQDKIQKLYERKIKEGMDMNYIIQRKKEFRNPSIYEKLIQFCAIDELGTNYPKDMFDPHGWSEDSYYEALAKAQKIEMDKLEKAKKERTKIEFVTGTKKGTTTNATSTTTTTASTAVADAQKRKSKWDSAIPVTTIAQPTILTTTATLPAVVTVTTSASGSKTTVISAVG.... Result: 0 (no interaction). (3) The miRNA is hsa-miR-6089 with sequence GGAGGCCGGGGUGGGGCGGGGCGG. The protein sequence of the target gene is MRGSGPRGAGHRRTQGRGGGDDTPRVPASLAGCYSAPLKGPLWTCLLLCAALRTLLASPSNEVNLLDSRTVMGDLGWIAFPKNGWEEIGEVDENYAPIHTYQVCKVMEQNQNNWLLTSWISNEGASRIFIELKFTLRDCNSLPGGLGTCKETFNMYYFESDDENGRSIKENQYIKIDTIAADESFTELDLGDRVMKLNTEVRDVGPLSKKGFYLAFQDVGACIALVSVRVYYKKCPSVVRHLAIFPDTITGADSSQLLEVSGSCVNHSVTDDPPKMHCSAEGEWLVPIGKCMCKAGYEEK.... Result: 0 (no interaction). (4) The miRNA is hsa-miR-3120-5p with sequence CCUGUCUGUGCCUGCUGUACA. The protein sequence of the target gene is MDKALKEVFDYSYRDYILSWYGNLSRDEGQLYHLLLEDFWEIARQLHHRLSHVDVVKVVCNDVVRTLLTHFCDLKAANARHEEQPRPFVLHACLRNSDDEVRFLQTCSRVLVFCLLPSKDVQSLSLRIMLAEILTTKVLKPVVELLSNPDYINQMLLAQLAYREQMNEHHKRAYTYAPSYEDFIKLINSNSDVEFLKQLRYQIVVEIIQATTISSFPQLKRHKGKETAAMKADLLRARNMKRYINQLTVAKKQCEKRIRILGGPAYDQQEDGALDEGEGPQSQKILQFEDILANTFYREH.... Result: 0 (no interaction). (5) The miRNA is rno-miR-451-5p with sequence AAACCGUUACCAUUACUGAGUU. The protein sequence of the target gene is MCTSGQIIGSLLVLSVLEIGLGVSSVAVGAVSFSLALREHKPQLGDSSPVWSGVCFLLCGICGILCAKKKSGLVMILFSACCICGLIGGILNFQFLRAVTKKTSSLYPLHLASMSLACIGIGGCTLSSWLTCRLASYEQRRMFSEREHSLHHSHEMAEKEITDNMSNGGPQLIFNGRV. Result: 0 (no interaction).